Dataset: Ames mutagenicity test results for genotoxicity prediction. Task: Regression/Classification. Given a drug SMILES string, predict its toxicity properties. Task type varies by dataset: regression for continuous values (e.g., LD50, hERG inhibition percentage) or binary classification for toxic/non-toxic outcomes (e.g., AMES mutagenicity, cardiotoxicity, hepatotoxicity). Dataset: ames. (1) The molecule is CC(=O)Nc1cc2c(cc1O)-c1ccccc1C2. The result is 0 (non-mutagenic). (2) The molecule is CN(C)c1ccc(C2CC3(C)C(CCC3(O)CCCO)C3CCC4=CC(=O)CCC4=C23)cc1. The result is 0 (non-mutagenic).